Dataset: Full USPTO retrosynthesis dataset with 1.9M reactions from patents (1976-2016). Task: Predict the reactants needed to synthesize the given product. (1) Given the product [CH3:17][CH:18]([CH3:23])[CH2:19][C:20]([CH:5]1[C:6](=[O:8])[O:7][C:2]([CH3:10])([CH3:1])[O:3][C:4]1=[O:9])=[O:21], predict the reactants needed to synthesize it. The reactants are: [CH3:1][C:2]1([CH3:10])[O:7][C:6](=[O:8])[CH2:5][C:4](=[O:9])[O:3]1.N1C=CC=CC=1.[CH3:17][CH:18]([CH3:23])[CH2:19][C:20](Cl)=[O:21]. (2) Given the product [C:9]1([C:15]2[N:20]=[CH:19][C:18]([C:21]3[CH:22]=[N:23][N:24]4[C:7]([NH2:8])=[C:3]5[CH2:4][S:5][CH2:6][C:2]5=[N:26][C:25]=34)=[CH:17][CH:16]=2)[CH:10]=[CH:11][CH:12]=[CH:13][CH:14]=1, predict the reactants needed to synthesize it. The reactants are: O=[C:2]1[CH2:6][S:5][CH2:4][CH:3]1[C:7]#[N:8].[C:9]1([C:15]2[N:20]=[CH:19][C:18]([C:21]3[CH:22]=[N:23][NH:24][C:25]=3[NH2:26])=[CH:17][CH:16]=2)[CH:14]=[CH:13][CH:12]=[CH:11][CH:10]=1. (3) The reactants are: Br[C:2]1[CH:3]=[C:4]2[C:9](=[CH:10][C:11]=1[O:12][CH2:13][CH3:14])[O:8][C:7]([CH3:16])([CH3:15])[CH:6]=[C:5]2[CH2:17][CH3:18].C([Sn](CCCC)(CCCC)[C:24]([O:26]CC)=[CH2:25])CCC. Given the product [CH2:13]([O:12][C:11]1[CH:10]=[C:9]2[C:4]([C:5]([CH2:17][CH3:18])=[CH:6][C:7]([CH3:16])([CH3:15])[O:8]2)=[CH:3][C:2]=1[C:24](=[O:26])[CH3:25])[CH3:14], predict the reactants needed to synthesize it. (4) Given the product [CH3:17][N:3]1[CH:4]=[C:5]([C:7]([O:9][CH2:10][C:11]2[CH:16]=[CH:15][CH:14]=[CH:13][CH:12]=2)=[O:8])[N:6]=[C:2]1[C:30]1[CH:29]=[N:28][N:27]([CH3:26])[CH:31]=1, predict the reactants needed to synthesize it. The reactants are: Br[C:2]1[N:3]([CH3:17])[CH:4]=[C:5]([C:7]([O:9][CH2:10][C:11]2[CH:16]=[CH:15][CH:14]=[CH:13][CH:12]=2)=[O:8])[N:6]=1.P([O-])([O-])([O-])=O.[K+].[K+].[K+].[CH3:26][N:27]1[CH:31]=[C:30](B2OC(C)(C)C(C)(C)O2)[CH:29]=[N:28]1.